The task is: Predict the reaction yield, written as a fraction of the theoretical maximum amount of product (1.0 means a 100% yield; for example, 0.34 means a 34% yield).. This data is from Reaction yield outcomes from USPTO patents with 853,638 reactions. (1) The reactants are [O:1]1[CH:5]=[C:4]([C:6]([O:8][CH3:9])=[O:7])[C:3]([C:10]([O:12][CH3:13])=[O:11])=[CH:2]1.C(OCC)(=O)C.[H][H]. The catalyst is CO.[Rh]. The product is [O:1]1[CH2:5][CH:4]([C:6]([O:8][CH3:9])=[O:7])[CH:3]([C:10]([O:12][CH3:13])=[O:11])[CH2:2]1. The yield is 1.00. (2) The reactants are [NH:1]1[CH:5]=[C:4]([C:6]2[CH:11]=[CH:10][N:9]=[C:8]3[N:12]([CH2:15][O:16][CH2:17][CH2:18][Si:19]([CH3:22])([CH3:21])[CH3:20])[CH:13]=[CH:14][C:7]=23)[CH:3]=[N:2]1.[CH2:23]([O:25][C:26](=[O:31])[CH:27]=[C:28]([CH3:30])[CH3:29])[CH3:24].C(=O)([O-])[O-].[Cs+].[Cs+]. The catalyst is CN(C=O)C.O. The product is [CH3:29][C:28]([N:1]1[CH:5]=[C:4]([C:6]2[CH:11]=[CH:10][N:9]=[C:8]3[N:12]([CH2:15][O:16][CH2:17][CH2:18][Si:19]([CH3:22])([CH3:21])[CH3:20])[CH:13]=[CH:14][C:7]=23)[CH:3]=[N:2]1)([CH3:30])[CH2:27][C:26]([O:25][CH2:23][CH3:24])=[O:31]. The yield is 0.790. (3) The reactants are [CH3:1][O:2][C:3](=[O:27])/[C:4](/[C:11]1[CH:16]=[CH:15][C:14]([N:17]2[C:21]([CH3:22])=[N:20][N:19]=[N:18]2)=[C:13]([C:23]([F:26])([F:25])[F:24])[CH:12]=1)=[CH:5]/[CH:6]1[CH2:10][CH2:9][CH2:8][CH2:7]1.[BH4-].[Na+]. The catalyst is CO.O.O.O.O.O.O.[Ni](Cl)Cl. The product is [CH3:1][O:2][C:3](=[O:27])[CH:4]([C:11]1[CH:16]=[CH:15][C:14]([N:17]2[C:21]([CH3:22])=[N:20][N:19]=[N:18]2)=[C:13]([C:23]([F:25])([F:24])[F:26])[CH:12]=1)[CH2:5][CH:6]1[CH2:10][CH2:9][CH2:8][CH2:7]1. The yield is 0.990. (4) The reactants are Br[C:2]1[CH:3]=[C:4]2[C:8](=[CH:9][C:10]=1[N+:11]([O-:13])=[O:12])[N:7]([C:14]([C:27]1[CH:32]=[CH:31][CH:30]=[CH:29][CH:28]=1)([C:21]1[CH:26]=[CH:25][CH:24]=[CH:23][CH:22]=1)[C:15]1[CH:20]=[CH:19][CH:18]=[CH:17][CH:16]=1)[N:6]=[CH:5]2.[CH2:33]([Sn](CCCC)(CCCC)C=C)[CH2:34]CC. The catalyst is C1(C)C=CC=CC=1.C1C=CC(P(C2C=CC=CC=2)C2C=CC=CC=2)=CC=1.C1C=CC(P(C2C=CC=CC=2)C2C=CC=CC=2)=CC=1.C1C=CC(P(C2C=CC=CC=2)C2C=CC=CC=2)=CC=1.C1C=CC(P(C2C=CC=CC=2)C2C=CC=CC=2)=CC=1.[Pd]. The product is [N+:11]([C:10]1[CH:9]=[C:8]2[C:4]([CH:5]=[N:6][N:7]2[C:14]([C:27]2[CH:32]=[CH:31][CH:30]=[CH:29][CH:28]=2)([C:21]2[CH:26]=[CH:25][CH:24]=[CH:23][CH:22]=2)[C:15]2[CH:20]=[CH:19][CH:18]=[CH:17][CH:16]=2)=[CH:3][C:2]=1[CH:33]=[CH2:34])([O-:13])=[O:12]. The yield is 0.850. (5) The reactants are FC(F)(F)C(O)=O.[CH:8]1([C@H:14]([NH:22][C:23]([C:25]2[CH:30]=[CH:29][C:28]([C:31]3[CH:36]=[CH:35][CH:34]=[CH:33][CH:32]=3)=[CH:27][C:26]=2[NH:37][C:38]([NH:40][C:41]2[C:46]([CH3:47])=[CH:45][C:44]([CH3:48])=[CH:43][C:42]=2[CH3:49])=[O:39])=[O:24])[C:15]([O:17]C(C)(C)C)=[O:16])[CH2:13][CH2:12][CH2:11][CH2:10][CH2:9]1. The catalyst is ClCCl. The product is [CH:8]1([C@H:14]([NH:22][C:23]([C:25]2[CH:30]=[CH:29][C:28]([C:31]3[CH:36]=[CH:35][CH:34]=[CH:33][CH:32]=3)=[CH:27][C:26]=2[NH:37][C:38]([NH:40][C:41]2[C:46]([CH3:47])=[CH:45][C:44]([CH3:48])=[CH:43][C:42]=2[CH3:49])=[O:39])=[O:24])[C:15]([OH:17])=[O:16])[CH2:9][CH2:10][CH2:11][CH2:12][CH2:13]1. The yield is 0.470.